Dataset: Forward reaction prediction with 1.9M reactions from USPTO patents (1976-2016). Task: Predict the product of the given reaction. Given the reactants [CH3:1][CH:2]([C:16]([OH:18])=[O:17])[C:3]1[CH:4]=[CH:5][C:6]([CH2:9][CH:10]2[C:14](=[O:15])[CH2:13][CH2:12][CH2:11]2)=[CH:7][CH:8]=1.[CH3:19][C:20]1[CH:21]=[CH:22][C:23]([C:26]([CH:28]([CH2:30][N:31]2[CH2:36][CH2:35][CH2:34][CH2:33][CH2:32]2)[CH3:29])=[O:27])=[CH:24][CH:25]=1, predict the reaction product. The product is: [CH3:1][CH:2]([C:16]([OH:18])=[O:17])[C:3]1[CH:4]=[CH:5][C:6]([CH2:9][CH:10]2[C:14](=[O:15])[CH2:13][CH2:12][CH2:11]2)=[CH:7][CH:8]=1.[CH3:19][C:20]1[CH:21]=[CH:22][C:23]([C:26]([CH:28]([CH2:30][N:31]2[CH2:36][CH2:35][CH2:34][CH2:33][CH2:32]2)[CH3:29])=[O:27])=[CH:24][CH:25]=1.